Dataset: Full USPTO retrosynthesis dataset with 1.9M reactions from patents (1976-2016). Task: Predict the reactants needed to synthesize the given product. Given the product [C:1]([C:4]1[CH:5]=[C:6]([CH3:13])[C:7]([C:8]#[N:9])=[C:10]([I:14])[C:11]=1[OH:12])(=[O:3])[CH3:2], predict the reactants needed to synthesize it. The reactants are: [C:1]([C:4]1[C:11]([OH:12])=[CH:10][C:7]([C:8]#[N:9])=[C:6]([CH3:13])[CH:5]=1)(=[O:3])[CH3:2].[I:14]N1C(=O)CCC1=O.